Dataset: Catalyst prediction with 721,799 reactions and 888 catalyst types from USPTO. Task: Predict which catalyst facilitates the given reaction. (1) Reactant: [C:1]([O:5][C:6]([NH:8][CH:9]([CH3:13])[C:10]([OH:12])=O)=[O:7])([CH3:4])([CH3:3])[CH3:2].C1C=CC2N(O)N=NC=2C=1.CN1C(=O)CCC1.CCN=C=NCCCN(C)C.[NH:42]1[CH2:47][CH2:46][S:45][CH2:44][CH2:43]1. Product: [C:1]([O:5][C:6](=[O:7])[NH:8][CH:9]([CH3:13])[C:10](=[O:12])[N:42]1[CH2:47][CH2:46][S:45][CH2:44][CH2:43]1)([CH3:2])([CH3:3])[CH3:4]. The catalyst class is: 2. (2) Reactant: Br[C:2]1[CH:3]=[CH:4][C:5]([O:18][CH3:19])=[C:6]([S:8]([NH:11][C:12]2[CH:13]=[N:14][CH:15]=[CH:16][CH:17]=2)(=[O:10])=[O:9])[CH:7]=1.[C:20]1(B(O)O)[CH:25]=[CH:24][CH:23]=[CH:22][CH:21]=1.C([O-])([O-])=O.[K+].[K+]. Product: [N:14]1[CH:15]=[CH:16][CH:17]=[C:12]([NH:11][S:8]([C:6]2[CH:7]=[C:2]([C:20]3[CH:25]=[CH:24][CH:23]=[CH:22][CH:21]=3)[CH:3]=[CH:4][C:5]=2[O:18][CH3:19])(=[O:10])=[O:9])[CH:13]=1. The catalyst class is: 128. (3) Reactant: [CH3:1][O-:2].[Na+].Cl[CH2:5][C:6]1[CH:7]=[C:8]([CH:24]=[C:25]([C@H:27]2[C@H:32]([OH:33])[C@@H:31]([OH:34])[C@H:30]([OH:35])[C@@H:29]([CH2:36][OH:37])[O:28]2)[CH:26]=1)[CH2:9][C:10]1[CH:19]=[C:18]2[C:12](=[CH:13][CH:14]=[CH:15][CH:16]=[CH:17]2)[C:11]=1C(OC)=O.[OH-].[Na+].Cl. Product: [CH:19]1[C:18]2[C:12]([CH:13]=[CH:14][CH:15]=[CH:16][CH:17]=2)=[CH:11][C:10]=1[CH2:9][C:8]1[CH:24]=[C:25]([C@@H:27]2[O:28][C@H:29]([CH2:36][OH:37])[C@@H:30]([OH:35])[C@H:31]([OH:34])[C@H:32]2[OH:33])[CH:26]=[C:6]([CH2:5][O:2][CH3:1])[CH:7]=1. The catalyst class is: 5. (4) Reactant: [CH:1]([NH:4][C:5](=[O:8])[CH:6]=[CH2:7])([CH3:3])[CH3:2].[CH:9]([S:11]([OH:14])(=[O:13])=[O:12])=[CH2:10]. Product: [CH3:2][CH:1]([NH:4][C:5]([CH:6]=[CH2:7])=[O:8])[CH3:3].[CH:9]([S:11]([OH:14])(=[O:13])=[O:12])=[CH2:10]. The catalyst class is: 6. (5) The catalyst class is: 501. Product: [CH:4]1[C:3]2[C:13](=[O:15])[C:12]3[C:11](=[CH:19][CH:18]=[CH:17][CH:16]=3)[S:1][C:2]=2[CH:10]=[CH:9][C:5]=1[C:6]([OH:8])=[O:7]. Reactant: [S:1]([C:11]1[CH:19]=[CH:18][CH:17]=[CH:16][C:12]=1[C:13]([OH:15])=O)[C:2]1[CH:10]=[CH:9][C:5]([C:6]([OH:8])=[O:7])=[CH:4][CH:3]=1. (6) Reactant: [CH3:1][C:2]1[CH:7]=[CH:6][C:5]([S:8]([O:11][CH2:12][CH:13]2[O:18][C:17]3[C:19](Br)=[CH:20][CH:21]=[CH:22][C:16]=3[N:15]([CH3:24])[CH2:14]2)(=[O:10])=[O:9])=[CH:4][CH:3]=1.[Cl:25][C:26]1[CH:31]=[CH:30][CH:29]=[CH:28][C:27]=1B(O)O.C(=O)([O-])[O-].[K+].[K+]. Product: [CH3:1][C:2]1[CH:7]=[CH:6][C:5]([S:8]([O:11][CH2:12][CH:13]2[O:18][C:17]3[C:19]([C:27]4[CH:28]=[CH:29][CH:30]=[CH:31][C:26]=4[Cl:25])=[CH:20][CH:21]=[CH:22][C:16]=3[N:15]([CH3:24])[CH2:14]2)(=[O:10])=[O:9])=[CH:4][CH:3]=1. The catalyst class is: 38.